This data is from Peptide-MHC class II binding affinity with 134,281 pairs from IEDB. The task is: Regression. Given a peptide amino acid sequence and an MHC pseudo amino acid sequence, predict their binding affinity value. This is MHC class II binding data. (1) The peptide sequence is EHELYVAVLSNALHR. The MHC is HLA-DQA10501-DQB10301 with pseudo-sequence HLA-DQA10501-DQB10301. The binding affinity (normalized) is 0.271. (2) The peptide sequence is TPTNASHIQSAVVCG. The MHC is DRB1_0301 with pseudo-sequence DRB1_0301. The binding affinity (normalized) is 0.159. (3) The peptide sequence is NKAGVRIYVDIVLNH. The MHC is HLA-DQA10201-DQB10202 with pseudo-sequence HLA-DQA10201-DQB10202. The binding affinity (normalized) is 0.108.